This data is from Cav3 T-type calcium channel HTS with 100,875 compounds. The task is: Binary Classification. Given a drug SMILES string, predict its activity (active/inactive) in a high-throughput screening assay against a specified biological target. (1) The molecule is O1C(OCCCCO)CC(c2c3c(n(c2)C(=O)C)cccc3)C=C1C(=O)N1CCN(CC1)Cc1ccccc1. The result is 0 (inactive). (2) The drug is O=C(Nc1cc(OC)ccc1)CCN1CCN(CC1)C. The result is 0 (inactive). (3) The result is 0 (inactive). The molecule is O1C2(OCC1)CCN(CC2)C(=O)CCc1c(n2nc(nc2nc1C)C)C. (4) The compound is O(C(=O)C(n1c(=O)c2nnn(c2nc1)c1ccc(OC)cc1)CC)CC. The result is 0 (inactive). (5) The drug is s1c(N(Cc2occc2)C(=O)c2cc(ccc2)C#N)nnc1C. The result is 0 (inactive). (6) The compound is s1c(C2N(C(=O)C2Oc2c(cccc2)C)Cc2cc3OCOc3cc2)c(cc1)C. The result is 0 (inactive). (7) The compound is Brc1c(C2c3c(OC(N)=C2C#N)cc(n(c3=O)CC)C)cccc1. The result is 0 (inactive). (8) The drug is O=C1N(CCC1)CCCNC(=O)Nc1ccc(OC)cc1. The result is 0 (inactive).